From a dataset of Forward reaction prediction with 1.9M reactions from USPTO patents (1976-2016). Predict the product of the given reaction. (1) Given the reactants [Br:1][C:2]1[CH:7]=[CH:6][C:5]([CH3:8])=[CH:4][C:3]=1[S:9][CH2:10][CH2:11]OC=S.[CH2:15](Br)C#C.CN(C)CCN, predict the reaction product. The product is: [Br:1][C:2]1[CH:7]=[CH:6][C:5]([CH3:8])=[CH:4][C:3]=1[S:9][CH2:10][C:11]#[CH:15]. (2) Given the reactants [C:1]([NH:5][CH2:6][C:7]1[CH:8]=[C:9]([CH:11]=[CH:12][C:13]=1[N:14]1[CH2:19][CH2:18][N:17]([CH3:20])[CH2:16][CH2:15]1)[NH2:10])([CH3:4])([CH3:3])[CH3:2].Cl[C:22]1[C:31]2[C:26](=[CH:27][C:28]([Cl:32])=[CH:29][CH:30]=2)[N:25]=[CH:24][CH:23]=1.Cl, predict the reaction product. The product is: [C:1]([NH:5][CH2:6][C:7]1[CH:8]=[C:9]([NH:10][C:22]2[C:31]3[C:26](=[CH:27][C:28]([Cl:32])=[CH:29][CH:30]=3)[N:25]=[CH:24][CH:23]=2)[CH:11]=[CH:12][C:13]=1[N:14]1[CH2:19][CH2:18][N:17]([CH3:20])[CH2:16][CH2:15]1)([CH3:4])([CH3:3])[CH3:2]. (3) Given the reactants FC(F)(F)S(O[C:7]1[N:8]=[C:9]2[CH2:17][CH2:16][CH2:15][O:14][C:10]2=[N:11][C:12]=1[CH3:13])(=O)=O.C(N(CC)CC)C.[C:27]([O:30][CH2:31][CH3:32])(=[O:29])C, predict the reaction product. The product is: [CH3:13][C:12]1[N:11]=[C:10]2[O:14][CH2:15][CH2:16][CH2:17][C:9]2=[N:8][C:7]=1[C:27]([O:30][CH2:31][CH3:32])=[O:29]. (4) Given the reactants Br.[NH2:2][C:3]1[C:11]([OH:12])=[C:10]2[C:6]([CH2:7][CH2:8][C:9]2=[O:13])=[CH:5][CH:4]=1.[C:14]1([CH2:20][CH2:21][CH2:22][CH2:23][C:24](O)=[O:25])[CH:19]=[CH:18][CH:17]=[CH:16][CH:15]=1.P(C#N)(OCC)(OCC)=O.C(N(CC)CC)C, predict the reaction product. The product is: [OH:12][C:11]1[C:3]([NH:2][C:24](=[O:25])[CH2:23][CH2:22][CH2:21][CH2:20][C:14]2[CH:19]=[CH:18][CH:17]=[CH:16][CH:15]=2)=[CH:4][CH:5]=[C:6]2[C:10]=1[C:9](=[O:13])[CH2:8][CH2:7]2. (5) Given the reactants Cl.[CH3:2][CH:3]([O:5][C:6]1[CH:13]=[CH:12][C:11]([CH:14]2[N:18](C3C=CC=C4C=3CCNC4)[N:17]=[CH:16][S:15]2)=[CH:10][C:7]=1[C:8]#[N:9])[CH3:4].[C:29](=[O:32])([O-])[O-].[K+].[K+].I[CH2:36][CH2:37][CH2:38]O.C(O[CH2:44][CH3:45])(=O)C, predict the reaction product. The product is: [OH:32][CH2:29][CH2:7][CH2:8][N:9]1[CH2:44][CH2:45][C:38]2[C:37](=[CH:10][CH:11]=[CH:12][C:13]=2[C:16]2[S:15][C:14]([C:11]3[CH:12]=[CH:13][C:6]([O:5][CH:3]([CH3:2])[CH3:4])=[C:7]([CH:10]=3)[C:8]#[N:9])=[N:18][N:17]=2)[CH2:36]1. (6) Given the reactants O[CH2:2][C:3]1[CH:7]=[C:6]([C:8]2[C:9]([NH:14][C:15](=[O:21])[O:16][C:17]([CH3:20])([CH3:19])[CH3:18])=[N:10][CH:11]=[CH:12][CH:13]=2)[O:5][N:4]=1.S(Cl)([Cl:24])=O.N1C2C=CC=CC=2N=N1.[OH-].[Na+].C(OC)(C)(C)C, predict the reaction product. The product is: [C:17]([O:16][C:15](=[O:21])[NH:14][C:9]1[C:8]([C:6]2[O:5][N:4]=[C:3]([CH2:2][Cl:24])[CH:7]=2)=[CH:13][CH:12]=[CH:11][N:10]=1)([CH3:20])([CH3:19])[CH3:18]. (7) The product is: [CH3:1][O:2][C:3]([C:5]1[CH:6]=[CH:7][C:8]([CH2:11][NH:12][C:13]2[CH:18]=[CH:17][C:16]([C:19]3[O:20][C:21]4[CH:27]=[CH:26][CH:25]=[CH:24][C:22]=4[N:23]=3)=[CH:15][C:14]=2[NH2:28])=[CH:9][CH:10]=1)=[O:4]. Given the reactants [CH3:1][O:2][C:3]([C:5]1[CH:10]=[CH:9][C:8]([CH2:11][NH:12][C:13]2[CH:18]=[CH:17][C:16]([C:19]3[O:20][C:21]4[CH:27]=[CH:26][CH:25]=[CH:24][C:22]=4[N:23]=3)=[CH:15][C:14]=2[N+:28]([O-])=O)=[CH:7][CH:6]=1)=[O:4].C(O)(=O)C.CO.C(=O)([O-])O.[Na+], predict the reaction product.